From a dataset of Full USPTO retrosynthesis dataset with 1.9M reactions from patents (1976-2016). Predict the reactants needed to synthesize the given product. (1) Given the product [CH3:17][O:10][C:9](=[O:11])[CH2:8][C:5]1[CH:4]=[CH:3][C:2]([SH:1])=[CH:7][CH:6]=1, predict the reactants needed to synthesize it. The reactants are: [SH:1][C:2]1[CH:7]=[CH:6][C:5]([CH2:8][C:9]([OH:11])=[O:10])=[CH:4][CH:3]=1.S(=O)(=O)(O)O.[CH3:17]O. (2) Given the product [CH2:12]([O:19][C@@H:20]([CH3:23])[CH:21]=[N:4][NH:3][CH:1]=[O:2])[C:13]1[CH:18]=[CH:17][CH:16]=[CH:15][CH:14]=1, predict the reactants needed to synthesize it. The reactants are: [CH:1]([NH:3][NH2:4])=[O:2].C1(C)C=CC=CC=1.[CH2:12]([O:19][C@@H:20]([CH3:23])[CH:21]=O)[C:13]1[CH:18]=[CH:17][CH:16]=[CH:15][CH:14]=1. (3) Given the product [Br:1][C:2]1[C:3]2[O:18][CH2:20][CH2:21][CH2:22][N:12]([C:13]([CH:15]3[CH2:16][CH2:17]3)=[O:14])[C:4]=2[CH:5]=[C:6]([C:8]([F:11])([F:10])[F:9])[CH:7]=1, predict the reactants needed to synthesize it. The reactants are: [Br:1][C:2]1[C:3]([OH:18])=[C:4]([NH:12][C:13]([CH:15]2[CH2:17][CH2:16]2)=[O:14])[CH:5]=[C:6]([C:8]([F:11])([F:10])[F:9])[CH:7]=1.Br[CH2:20][CH2:21][CH2:22]Cl.C(=O)([O-])[O-].[K+].[K+].O. (4) The reactants are: [OH-].[Na+].[Br:3][C:4]1[CH:9]=[CH:8][C:7]([C:10]2[C:15]([C@H:16]([O:21][C:22]([CH3:25])([CH3:24])[CH3:23])[C:17]([O:19]C)=[O:18])=[C:14]([CH3:26])[N:13]=[C:12]3[S:27][C:28]4[CH2:33][CH2:32][CH2:31][CH2:30][C:29]=4[C:11]=23)=[CH:6][CH:5]=1. Given the product [Br:3][C:4]1[CH:5]=[CH:6][C:7]([C:10]2[C:15]([C@H:16]([O:21][C:22]([CH3:24])([CH3:23])[CH3:25])[C:17]([OH:19])=[O:18])=[C:14]([CH3:26])[N:13]=[C:12]3[S:27][C:28]4[CH2:33][CH2:32][CH2:31][CH2:30][C:29]=4[C:11]=23)=[CH:8][CH:9]=1, predict the reactants needed to synthesize it. (5) Given the product [C:1]([O:4][CH2:5][C:6]1[CH:14]=[C:13]2[C:9]([C:10]([CH2:21][C:23]3[N:28]=[C:27]([C:29]([O:31][CH2:32][CH3:33])=[O:30])[CH:26]=[CH:25][CH:24]=3)=[C:11]([C:15]3[CH:20]=[CH:19][CH:18]=[CH:17][CH:16]=3)[NH:12]2)=[CH:8][CH:7]=1)(=[O:3])[CH3:2], predict the reactants needed to synthesize it. The reactants are: [C:1]([O:4][CH2:5][C:6]1[CH:14]=[C:13]2[C:9]([CH:10]=[C:11]([C:15]3[CH:20]=[CH:19][CH:18]=[CH:17][CH:16]=3)[NH:12]2)=[CH:8][CH:7]=1)(=[O:3])[CH3:2].[CH:21]([C:23]1[N:28]=[C:27]([C:29]([O:31][CH2:32][CH3:33])=[O:30])[CH:26]=[CH:25][CH:24]=1)=O.C([SiH](CC)CC)C.FC(F)(F)C(O)=O. (6) Given the product [CH:28]1([CH2:34][NH:35][C:9]([C:10]2[CH:11]=[CH:12][C:13]([O:16][C:17](=[O:26])[N:18]([CH3:25])[C:19]3[CH:20]=[CH:21][CH:22]=[CH:23][CH:24]=3)=[CH:14][CH:15]=2)=[O:27])[CH2:33][CH2:32][CH2:31][CH2:30][CH2:29]1, predict the reactants needed to synthesize it. The reactants are: O=C1CCC(=O)N1O[C:9](=[O:27])[C:10]1[CH:15]=[CH:14][C:13]([O:16][C:17](=[O:26])[N:18]([CH3:25])[C:19]2[CH:24]=[CH:23][CH:22]=[CH:21][CH:20]=2)=[CH:12][CH:11]=1.[CH:28]1([CH2:34][NH2:35])[CH2:33][CH2:32][CH2:31][CH2:30][CH2:29]1. (7) Given the product [NH2:1][C:4]1[N:9]=[CH:8][N:7]=[C:6]([O:10][C:11]2[CH:12]=[C:13]3[C:18](=[CH:19][CH:20]=2)[NH:17][CH2:16][CH2:15][CH2:14]3)[CH:5]=1, predict the reactants needed to synthesize it. The reactants are: [N:1]([C:4]1[N:9]=[CH:8][N:7]=[C:6]([O:10][C:11]2[CH:12]=[C:13]3[C:18](=[CH:19][CH:20]=2)[N:17]=[CH:16][CH:15]=[CH:14]3)[CH:5]=1)=[N+]=[N-]. (8) Given the product [CH2:1]([O:3][C:4]([C:6]1[C:10]([CH3:11])=[C:9]([C:12]2[S:13][C:14]([Br:32])=[CH:15][CH:16]=2)[N:8]([C:17]2[CH:22]=[CH:21][C:20]([Cl:23])=[CH:19][C:18]=2[Cl:24])[N:7]=1)=[O:5])[CH3:2], predict the reactants needed to synthesize it. The reactants are: [CH2:1]([O:3][C:4]([C:6]1[C:10]([CH3:11])=[C:9]([C:12]2[S:13][CH:14]=[CH:15][CH:16]=2)[N:8]([C:17]2[CH:22]=[CH:21][C:20]([Cl:23])=[CH:19][C:18]=2[Cl:24])[N:7]=1)=[O:5])[CH3:2].C1C(=O)N([Br:32])C(=O)C1. (9) Given the product [Si:8]([O:15][CH2:16][C@H:17]1[CH2:26][C:25]2[C:24]([C:27]([O:29][CH3:30])=[O:28])=[CH:23][CH:22]=[CH:21][C:20]=2[C@H:19]([CH3:31])[N:18]1[C:73](=[O:74])[CH2:72][C:71]1[C:66]([Cl:65])=[CH:67][CH:68]=[C:69]([O:77][CH3:78])[C:70]=1[F:76])([C:11]([CH3:14])([CH3:13])[CH3:12])([CH3:9])[CH3:10], predict the reactants needed to synthesize it. The reactants are: C(N(CC)CC)C.[Si:8]([O:15][CH2:16][C@H:17]1[CH2:26][C:25]2[C:24]([C:27]([O:29][CH3:30])=[O:28])=[CH:23][CH:22]=[CH:21][C:20]=2[C@H:19]([CH3:31])[NH:18]1)([C:11]([CH3:14])([CH3:13])[CH3:12])([CH3:10])[CH3:9].F[P-](F)(F)(F)(F)F.N1(O[P+](N2CCCC2)(N2CCCC2)N2CCCC2)C2C=CC=CC=2N=N1.[Cl:65][C:66]1[C:71]([CH2:72][C:73](O)=[O:74])=[C:70]([F:76])[C:69]([O:77][CH3:78])=[CH:68][CH:67]=1.[Cl-].[NH4+].